Dataset: Catalyst prediction with 721,799 reactions and 888 catalyst types from USPTO. Task: Predict which catalyst facilitates the given reaction. (1) Reactant: [NH2:1][C:2]1[CH:3]=[C:4]([OH:9])[CH:5]=[CH:6][C:7]=1[CH3:8].C(N(CC)CC)C.[CH3:17][N:18]1[C:22]([C:23](Cl)=[O:24])=[CH:21][C:20]([CH3:26])=[N:19]1. Product: [OH:9][C:4]1[CH:5]=[CH:6][C:7]([CH3:8])=[C:2]([NH:1][C:23]([C:22]2[N:18]([CH3:17])[N:19]=[C:20]([CH3:26])[CH:21]=2)=[O:24])[CH:3]=1. The catalyst class is: 30. (2) Reactant: [S:1]1[C:5]2[CH:6]=[C:7]([NH2:10])[CH:8]=[CH:9][C:4]=2[N:3]=[CH:2]1.[Br:11]Br.O. Product: [Br:11][C:6]1[C:5]2[S:1][CH:2]=[N:3][C:4]=2[CH:9]=[CH:8][C:7]=1[NH2:10]. The catalyst class is: 15. (3) Reactant: [CH3:1][C:2]1([CH3:21])[C:16]2[C:17]3[N:5]([C:6]4[CH:7]=[CH:8][CH:9]=[CH:10][C:11]=4[C:12]=3[CH:13]=[CH:14][CH:15]=2)[C:4]2[CH:18]=[CH:19][S:20][C:3]1=2.C1C(=O)N([Br:29])C(=O)C1.O. Product: [Br:29][C:9]1[CH:8]=[CH:7][C:6]2[N:5]3[C:17]4[C:16]([C:2]([CH3:21])([CH3:1])[C:3]5[S:20][CH:19]=[CH:18][C:4]=53)=[CH:15][CH:14]=[CH:13][C:12]=4[C:11]=2[CH:10]=1. The catalyst class is: 3. (4) Reactant: C[N+](C1C=CC=C(O)C=1)(C)C.[I-].[CH3:13][C:14]1([CH3:23])[CH2:19][CH:18]([OH:20])[CH2:17][C:16]([CH3:22])([CH3:21])[NH:15]1.[C:24](OC)(=[O:31])[CH2:25][CH2:26][CH2:27][CH2:28][CH2:29][CH3:30].C(=O)([O-])[O-].[K+].[K+].N#N.[ClH:42]. Product: [CH3:30][CH2:29][CH2:28][CH2:27][CH2:26][CH2:25][C:24]([O:20][CH:18]1[CH2:17][C:16]([CH3:22])([CH3:21])[NH:15][C:14]([CH3:23])([CH3:13])[CH2:19]1)=[O:31].[ClH:42]. The catalyst class is: 405. (5) Reactant: [O:1]=[C:2]1[CH2:7][S:6][C:5]2[CH:8]=[CH:9][C:10]([C:12]([NH:14][N:15]3[CH2:20][CH2:19][N:18](C(OC(C)(C)C)=O)[CH2:17][CH2:16]3)=[O:13])=[N:11][C:4]=2[NH:3]1.Cl.O1CCOCC1. Product: [O:1]=[C:2]1[CH2:7][S:6][C:5]2[CH:8]=[CH:9][C:10]([C:12]([NH:14][N:15]3[CH2:20][CH2:19][NH:18][CH2:17][CH2:16]3)=[O:13])=[N:11][C:4]=2[NH:3]1. The catalyst class is: 5. (6) Reactant: [CH3:1][C:2]1[CH:7]=[CH:6][C:5]([NH:8][NH2:9])=[CH:4][CH:3]=1.[CH3:10][C:11]([CH3:18])([CH3:17])[C:12](=O)[CH2:13][C:14]#[N:15]. Product: [CH3:1][C:2]1[CH:7]=[CH:6][C:5]([N:8]2[C:14]([NH2:15])=[CH:13][C:12]([C:11]([CH3:18])([CH3:17])[CH3:10])=[N:9]2)=[CH:4][CH:3]=1. The catalyst class is: 11. (7) Reactant: [CH:1]1([CH2:7][CH2:8][N:9]2[C:18](=[O:19])[C:17]3[CH2:16][CH2:15][CH2:14][CH2:13][C:12]=3[N:11]=[C:10]2[C:20]2[CH:25]=[CH:24][CH:23]=[CH:22][C:21]=2[O:26]C)[CH2:6][CH2:5][CH2:4][CH2:3][CH2:2]1.B(Br)(Br)Br. Product: [CH:1]1([CH2:7][CH2:8][N:9]2[C:18](=[O:19])[C:17]3[CH2:16][CH2:15][CH2:14][CH2:13][C:12]=3[N:11]=[C:10]2[C:20]2[CH:25]=[CH:24][CH:23]=[CH:22][C:21]=2[OH:26])[CH2:6][CH2:5][CH2:4][CH2:3][CH2:2]1. The catalyst class is: 4.